From a dataset of NCI-60 drug combinations with 297,098 pairs across 59 cell lines. Regression. Given two drug SMILES strings and cell line genomic features, predict the synergy score measuring deviation from expected non-interaction effect. (1) Drug 1: C1=CC(=CC=C1CCCC(=O)O)N(CCCl)CCCl. Drug 2: CC1=CC=C(C=C1)C2=CC(=NN2C3=CC=C(C=C3)S(=O)(=O)N)C(F)(F)F. Cell line: K-562. Synergy scores: CSS=13.9, Synergy_ZIP=-9.33, Synergy_Bliss=-8.96, Synergy_Loewe=-10.9, Synergy_HSA=-7.95. (2) Drug 1: CC1=C2C(C(=O)C3(C(CC4C(C3C(C(C2(C)C)(CC1OC(=O)C(C(C5=CC=CC=C5)NC(=O)OC(C)(C)C)O)O)OC(=O)C6=CC=CC=C6)(CO4)OC(=O)C)OC)C)OC. Drug 2: CC(C)CN1C=NC2=C1C3=CC=CC=C3N=C2N. Cell line: HS 578T. Synergy scores: CSS=26.8, Synergy_ZIP=3.33, Synergy_Bliss=-1.90, Synergy_Loewe=-36.4, Synergy_HSA=-4.83. (3) Drug 1: CN(CC1=CN=C2C(=N1)C(=NC(=N2)N)N)C3=CC=C(C=C3)C(=O)NC(CCC(=O)O)C(=O)O. Drug 2: CS(=O)(=O)OCCCCOS(=O)(=O)C. Cell line: HL-60(TB). Synergy scores: CSS=66.2, Synergy_ZIP=-1.42, Synergy_Bliss=-1.71, Synergy_Loewe=0.114, Synergy_HSA=2.78. (4) Drug 1: CC1=C(C(=O)C2=C(C1=O)N3CC4C(C3(C2COC(=O)N)OC)N4)N. Drug 2: CC1C(C(CC(O1)OC2CC(CC3=C2C(=C4C(=C3O)C(=O)C5=CC=CC=C5C4=O)O)(C(=O)C)O)N)O. Cell line: MCF7. Synergy scores: CSS=42.6, Synergy_ZIP=-4.96, Synergy_Bliss=-5.72, Synergy_Loewe=1.19, Synergy_HSA=2.05.